Dataset: Forward reaction prediction with 1.9M reactions from USPTO patents (1976-2016). Task: Predict the product of the given reaction. (1) Given the reactants [F:1][C:2]1[C:7]([OH:8])=[CH:6][CH:5]=[C:4]([F:9])[C:3]=1[NH:10][C:11](=O)[C:12]1[CH:17]=[C:16]([C:18]2[CH:23]=[CH:22][CH:21]=[C:20]([F:24])[CH:19]=2)[CH:15]=[CH:14][C:13]=1[CH3:25], predict the reaction product. The product is: [F:1][C:2]1[C:3]([NH:10][CH2:11][C:12]2[CH:17]=[C:16]([C:18]3[CH:23]=[CH:22][CH:21]=[C:20]([F:24])[CH:19]=3)[CH:15]=[CH:14][C:13]=2[CH3:25])=[C:4]([F:9])[CH:5]=[CH:6][C:7]=1[OH:8]. (2) The product is: [F:37][C:15]1[CH:14]=[C:13]([NH:12][C:10](=[O:11])[CH2:9][C@H:5]([OH:4])[C:6]([OH:8])=[O:7])[CH:18]=[CH:17][C:16]=1[C:19]1[S:20][C:21]2[C:26]([N:27]=1)=[CH:25][CH:24]=[C:23]([C:28]1([C:31]3[CH:36]=[CH:35][CH:34]=[CH:33][CH:32]=3)[CH2:29][CH2:30]1)[N:22]=2. Given the reactants C([O:4][C@@H:5]([CH2:9][C:10]([NH:12][C:13]1[CH:18]=[CH:17][C:16]([C:19]2[S:20][C:21]3[C:26]([N:27]=2)=[CH:25][CH:24]=[C:23]([C:28]2([C:31]4[CH:36]=[CH:35][CH:34]=[CH:33][CH:32]=4)[CH2:30][CH2:29]2)[N:22]=3)=[C:15]([F:37])[CH:14]=1)=[O:11])[C:6]([OH:8])=[O:7])(=O)C.C1COCC1.[OH-].[Na+], predict the reaction product.